From a dataset of Peptide-MHC class I binding affinity with 185,985 pairs from IEDB/IMGT. Regression. Given a peptide amino acid sequence and an MHC pseudo amino acid sequence, predict their binding affinity value. This is MHC class I binding data. (1) The peptide sequence is SLYKYLLLR. The MHC is HLA-A02:06 with pseudo-sequence HLA-A02:06. The binding affinity (normalized) is 0.402. (2) The peptide sequence is TLLSRVYQI. The MHC is Mamu-B01 with pseudo-sequence Mamu-B01. The binding affinity (normalized) is 0.290. (3) The peptide sequence is FVHTLLKTY. The MHC is HLA-A02:03 with pseudo-sequence HLA-A02:03. The binding affinity (normalized) is 0.0847. (4) The peptide sequence is ALEPGFKDY. The MHC is HLA-B07:02 with pseudo-sequence HLA-B07:02. The binding affinity (normalized) is 0.0847. (5) The peptide sequence is SEAFEYYHTL. The MHC is Patr-B2401 with pseudo-sequence Patr-B2401. The binding affinity (normalized) is 0.466. (6) The peptide sequence is HDLMMGYAWI. The MHC is HLA-A01:01 with pseudo-sequence HLA-A01:01. The binding affinity (normalized) is 0. (7) The peptide sequence is EAFETQSGA. The MHC is HLA-A02:06 with pseudo-sequence HLA-A02:06. The binding affinity (normalized) is 0. (8) The peptide sequence is RQRHYFDSA. The MHC is HLA-B08:01 with pseudo-sequence HLA-B08:01. The binding affinity (normalized) is 0.213.